Dataset: Catalyst prediction with 721,799 reactions and 888 catalyst types from USPTO. Task: Predict which catalyst facilitates the given reaction. (1) Reactant: [NH2:1][C:2]1[CH:3]=[C:4]([CH:19]=[CH:20][C:21]=1[Cl:22])[C:5]([NH:7][C@H:8]([CH2:17][NH2:18])[CH2:9][C:10]1[CH:15]=[CH:14][CH:13]=[C:12]([F:16])[CH:11]=1)=[O:6].[CH3:23][C:24]([O:27][C:28](O[C:28]([O:27][C:24]([CH3:26])([CH3:25])[CH3:23])=[O:29])=[O:29])([CH3:26])[CH3:25].C(N(C(C)C)C(C)C)C. Product: [C:24]([O:27][C:28](=[O:29])[NH:18][CH2:17][C@@H:8]([NH:7][C:5](=[O:6])[C:4]1[CH:19]=[CH:20][C:21]([Cl:22])=[C:2]([NH2:1])[CH:3]=1)[CH2:9][C:10]1[CH:15]=[CH:14][CH:13]=[C:12]([F:16])[CH:11]=1)([CH3:26])([CH3:25])[CH3:23]. The catalyst class is: 7. (2) Reactant: Br[C:2]1[CH:3]=[C:4]2[C:9](=[CH:10][CH:11]=1)[CH:8]=[N:7][CH:6]=[CH:5]2.C(OCC)(=O)C.O.[CH3:19][N:20](C)C=O. Product: [CH:8]1[C:9]2[C:4](=[CH:3][C:2]([C:19]#[N:20])=[CH:11][CH:10]=2)[CH:5]=[CH:6][N:7]=1. The catalyst class is: 267. (3) Reactant: C1(P(C2C=CC=CC=2)C2C=CC=CC=2)C=CC=CC=1.[C:20]([Br:24])(Br)(Br)Br.OC[C:27]1[S:31][CH:30]=[C:29]([C:32]#[N:33])[CH:28]=1. Product: [Br:24][CH2:20][C:27]1[S:31][CH:30]=[C:29]([C:32]#[N:33])[CH:28]=1. The catalyst class is: 7.